From a dataset of Full USPTO retrosynthesis dataset with 1.9M reactions from patents (1976-2016). Predict the reactants needed to synthesize the given product. (1) Given the product [Br:1][C:2]1[C:7]([CH:8]2[O:22][CH2:25][CH2:31][O:9]2)=[C:6]([F:10])[C:5]([O:11][CH2:12][CH3:13])=[CH:4][CH:3]=1, predict the reactants needed to synthesize it. The reactants are: [Br:1][C:2]1[C:7]([CH:8]=[O:9])=[C:6]([F:10])[C:5]([O:11][CH2:12][CH3:13])=[CH:4][CH:3]=1.CC1C=CC(S(O)(=O)=[O:22])=CC=1.[C:25]1([CH3:31])C=CC=CC=1. (2) Given the product [Cl:1][C:2]1[CH:3]=[C:4]([CH:25]=[CH:26][C:27]=1[Cl:28])[CH2:5][N:6]([CH3:24])[C:7]([C:9]1[CH2:10][N:11]([CH2:16][CH2:17][N:18]2[CH2:19][CH2:20][N:21]([C:34]([C:33]3[O:29][N:30]=[CH:31][CH:32]=3)=[O:35])[CH2:22][CH2:23]2)[C:12](=[O:15])[C:13]=1[OH:14])=[O:8], predict the reactants needed to synthesize it. The reactants are: [Cl:1][C:2]1[CH:3]=[C:4]([CH:25]=[CH:26][C:27]=1[Cl:28])[CH2:5][N:6]([CH3:24])[C:7]([C:9]1[CH2:10][N:11]([CH2:16][CH2:17][N:18]2[CH2:23][CH2:22][NH:21][CH2:20][CH2:19]2)[C:12](=[O:15])[C:13]=1[OH:14])=[O:8].[O:29]1[C:33]([C:34](Cl)=[O:35])=[CH:32][CH:31]=[N:30]1. (3) Given the product [CH:28]([C:2]1[CH:7]=[CH:6][C:5]([CH:8]2[O:13][CH2:12][CH2:11][N:10]([C:14]([O:16][C:17]([CH3:20])([CH3:19])[CH3:18])=[O:15])[CH2:9]2)=[CH:4][CH:3]=1)=[O:29], predict the reactants needed to synthesize it. The reactants are: Br[C:2]1[CH:7]=[CH:6][C:5]([CH:8]2[O:13][CH2:12][CH2:11][N:10]([C:14]([O:16][C:17]([CH3:20])([CH3:19])[CH3:18])=[O:15])[CH2:9]2)=[CH:4][CH:3]=1.C([Li])CCC.CN(C)[CH:28]=[O:29]. (4) The reactants are: [NH2:1][C:2]1[CH:10]=[C:9]2[C:5]([CH:6]=[CH:7][N:8]2[CH2:11][C:12]#[N:13])=[CH:4][CH:3]=1.Br[CH2:15][C:16]1[CH:26]=[CH:25][C:24]([O:27][CH3:28])=[CH:23][C:17]=1[C:18](OCC)=[O:19].C(N(C(C)C)CC)(C)C. Given the product [CH3:28][O:27][C:24]1[CH:23]=[C:17]2[C:16]([CH2:15][N:1]([C:2]3[CH:10]=[C:9]4[C:5]([CH:6]=[CH:7][N:8]4[CH2:11][C:12]#[N:13])=[CH:4][CH:3]=3)[C:18]2=[O:19])=[CH:26][CH:25]=1, predict the reactants needed to synthesize it. (5) Given the product [C:4]1([C:5]([NH:7][CH:8]2[CH2:13][CH:12]([C:14]3[CH:15]=[CH:16][C:17]([C:20]([F:21])([F:22])[F:23])=[CH:18][CH:19]=3)[CH2:11][N:10]([C:29]([NH:28][CH2:31][CH:32]3[CH2:36][CH2:35][CH2:34][O:33]3)=[O:30])[CH2:9]2)=[O:6])[CH:24]=[CH:25][CH:26]=[CH:27][CH:3]=1, predict the reactants needed to synthesize it. The reactants are: C([C:3]1[CH:27]=[CH:26][CH:25]=[CH:24][C:4]=1[C:5]([NH:7][CH:8]1[CH2:13][CH:12]([C:14]2[CH:19]=[CH:18][C:17]([C:20]([F:23])([F:22])[F:21])=[CH:16][CH:15]=2)[CH2:11][NH:10][CH2:9]1)=[O:6])C.[N:28]([CH2:31][CH:32]1[CH2:36][CH2:35][CH2:34][O:33]1)=[C:29]=[O:30].C(N(CC)CC)C.